This data is from Full USPTO retrosynthesis dataset with 1.9M reactions from patents (1976-2016). The task is: Predict the reactants needed to synthesize the given product. Given the product [CH:1]1([CH2:6][C@@H:7]([C:20]([NH:22][NH:23][C:24]2[C:29]([F:30])=[C:28]([NH:31][CH2:32][C:33]3[CH:38]=[CH:37][CH:36]=[CH:35][N:34]=3)[N:27]=[C:26]([CH3:39])[N:25]=2)=[O:21])[CH2:8][N:9]([OH:12])[CH:10]=[O:11])[CH2:5][CH2:4][CH2:3][CH2:2]1, predict the reactants needed to synthesize it. The reactants are: [CH:1]1([CH2:6][C@@H:7]([C:20]([NH:22][NH:23][C:24]2[C:29]([F:30])=[C:28]([NH:31][CH2:32][C:33]3[CH:38]=[CH:37][CH:36]=[CH:35][N:34]=3)[N:27]=[C:26]([CH3:39])[N:25]=2)=[O:21])[CH2:8][N:9]([O:12]CC2C=CC=CC=2)[CH:10]=[O:11])[CH2:5][CH2:4][CH2:3][CH2:2]1.